Dataset: Catalyst prediction with 721,799 reactions and 888 catalyst types from USPTO. Task: Predict which catalyst facilitates the given reaction. (1) Reactant: [CH3:1][O:2][N:3]=[C:4]1[C:12]2[C:7](=[CH:8][C:9](Br)=[CH:10][CH:11]=2)[CH2:6][CH2:5]1.C([Li])CCC.[B:19](OC)([O:22]C)[O:20]C. Product: [CH3:1][O:2][N:3]=[C:4]1[C:12]2[C:7](=[CH:8][C:9]([B:19]([OH:22])[OH:20])=[CH:10][CH:11]=2)[CH2:6][CH2:5]1. The catalyst class is: 7. (2) Reactant: [O:1]1[CH2:6][CH2:5][CH2:4][CH2:3][CH:2]1[O:7][C:8]1[CH:26]=[CH:25][C:11]([O:12][CH:13]([C:17]2[CH:24]=[CH:23][C:20]([C:21]#[N:22])=[CH:19][CH:18]=2)[CH2:14][CH:15]=[CH2:16])=[CH:10][CH:9]=1.B.CSC.C1C[O:34]CC1. Product: [OH:34][CH2:16][CH2:15][CH2:14][CH:13]([C:17]1[CH:18]=[CH:19][C:20]([C:21]#[N:22])=[CH:23][CH:24]=1)[O:12][C:11]1[CH:25]=[CH:26][C:8]([O:7][CH:2]2[CH2:3][CH2:4][CH2:5][CH2:6][O:1]2)=[CH:9][CH:10]=1. The catalyst class is: 28. (3) Reactant: Cl.C(OC(=O)[NH:8][C@@H:9]([CH2:19][C:20]1[CH:25]=[CH:24][C:23]([CH2:26][CH2:27][CH2:28][C@H:29]([CH:31]2[CH2:36][CH2:35][N:34]([C:37]3[N:42]=[CH:41][C:40]([Cl:43])=[CH:39][N:38]=3)[CH2:33][CH2:32]2)[CH3:30])=[CH:22][C:21]=1[F:44])[C:10]([N:12]1[CH2:16][CH2:15][C:14]([F:18])([F:17])[CH2:13]1)=[O:11])(C)(C)C. Product: [ClH:43].[NH2:8][C@@H:9]([CH2:19][C:20]1[CH:25]=[CH:24][C:23]([CH2:26][CH2:27][CH2:28][C@H:29]([CH:31]2[CH2:36][CH2:35][N:34]([C:37]3[N:38]=[CH:39][C:40]([Cl:43])=[CH:41][N:42]=3)[CH2:33][CH2:32]2)[CH3:30])=[CH:22][C:21]=1[F:44])[C:10]([N:12]1[CH2:16][CH2:15][C:14]([F:18])([F:17])[CH2:13]1)=[O:11]. The catalyst class is: 12.